This data is from Catalyst prediction with 721,799 reactions and 888 catalyst types from USPTO. The task is: Predict which catalyst facilitates the given reaction. (1) Reactant: [Si:1]([O:8][CH2:9][C@H:10]1[O:14][C@@H:13]([N:15]2[CH:22]=[CH:21][C:19]([NH2:20])=[N:18][C:16]2=[O:17])[C@H:12]([OH:23])[C@:11]1([C:25]#[CH:26])[OH:24])([C:4]([CH3:7])([CH3:6])[CH3:5])([CH3:3])[CH3:2].[C:27](O[C:27](=[O:34])[CH2:28][CH2:29][CH2:30][CH2:31][CH2:32][CH3:33])(=[O:34])[CH2:28][CH2:29][CH2:30][CH2:31][CH2:32][CH3:33].O1CCOCC1. Product: [Si:1]([O:8][CH2:9][C@H:10]1[O:14][C@@H:13]([N:15]2[CH:22]=[CH:21][C:19]([NH:20][C:27](=[O:34])[CH2:28][CH2:29][CH2:30][CH2:31][CH2:32][CH3:33])=[N:18][C:16]2=[O:17])[C@H:12]([OH:23])[C@:11]1([C:25]#[CH:26])[OH:24])([C:4]([CH3:7])([CH3:6])[CH3:5])([CH3:2])[CH3:3]. The catalyst class is: 6. (2) Reactant: I.[NH:2]1[C:6]2[CH:7]=[CH:8][CH:9]=[CH:10][C:5]=2[N:4]=[C:3]1[N:11]1[CH2:17][CH2:16][CH2:15][NH:14][CH2:13][CH2:12]1.O.C(=O)(O)[O-].[Na+].[C:24](O[C:24]([O:26][C:27]([CH3:30])([CH3:29])[CH3:28])=[O:25])([O:26][C:27]([CH3:30])([CH3:29])[CH3:28])=[O:25]. Product: [C:27]([O:26][C:24]([N:14]1[CH2:15][CH2:16][CH2:17][N:11]([C:3]2[NH:4][C:5]3[CH:10]=[CH:9][CH:8]=[CH:7][C:6]=3[N:2]=2)[CH2:12][CH2:13]1)=[O:25])([CH3:30])([CH3:29])[CH3:28]. The catalyst class is: 7. (3) Product: [CH:15]1[CH:14]=[CH:13][C:12]([CH2:11][O:10][C:4]2[C:5]3[NH:9][C:18]([NH:8][C:6]=3[N:7]=[C:2]([NH2:1])[N:3]=2)=[O:19])=[CH:17][CH:16]=1. Reactant: [NH2:1][C:2]1[N:7]=[C:6]([NH2:8])[C:5]([NH2:9])=[C:4]([O:10][CH2:11][C:12]2[CH:17]=[CH:16][CH:15]=[CH:14][CH:13]=2)[N:3]=1.[C:18](N1C=CN=C1)(N1C=CN=C1)=[O:19].O. The catalyst class is: 9. (4) Reactant: [CH2:1]([O:8][C:9]1[C:18]2[C:13](=[CH:14][CH:15]=[CH:16][CH:17]=2)[N:12]([CH2:19][CH:20]=O)[C:11](=[O:22])[CH:10]=1)[C:2]1[CH:7]=[CH:6][CH:5]=[CH:4][CH:3]=1.[O:23]1[C:28]2[CH:29]=[CH:30][C:31]([CH2:33][N:34]([CH:42]3[CH2:47][CH2:46][NH:45][CH2:44][CH2:43]3)[C:35](=[O:41])[O:36][C:37]([CH3:40])([CH3:39])[CH3:38])=[CH:32][C:27]=2[O:26][CH2:25][CH2:24]1.C(O[BH-](OC(=O)C)OC(=O)C)(=O)C.[Na+].C(=O)([O-])O.[Na+]. Product: [CH2:1]([O:8][C:9]1[C:18]2[C:13](=[CH:14][CH:15]=[CH:16][CH:17]=2)[N:12]([CH2:19][CH2:20][N:45]2[CH2:46][CH2:47][CH:42]([N:34]([CH2:33][C:31]3[CH:30]=[CH:29][C:28]4[O:23][CH2:24][CH2:25][O:26][C:27]=4[CH:32]=3)[C:35](=[O:41])[O:36][C:37]([CH3:39])([CH3:38])[CH3:40])[CH2:43][CH2:44]2)[C:11](=[O:22])[CH:10]=1)[C:2]1[CH:7]=[CH:6][CH:5]=[CH:4][CH:3]=1. The catalyst class is: 676. (5) Reactant: [N:1]1[C:6](=[O:7])[NH:5][C:4](=[O:8])[N:3]2[CH2:9][CH2:10][CH2:11][CH2:12][C:2]=12.[CH2:13]([CH:15]1[O:17][CH2:16]1)Br.[H-].[Na+]. Product: [O:17]1[CH2:16][CH:15]1[CH2:13][N:5]1[C:4](=[O:8])[N:3]2[CH2:9][CH2:10][CH2:11][CH2:12][C:2]2=[N:1][C:6]1=[O:7]. The catalyst class is: 9.